This data is from Catalyst prediction with 721,799 reactions and 888 catalyst types from USPTO. The task is: Predict which catalyst facilitates the given reaction. (1) Reactant: CC[C@H]1[C@H]2C[C@H]([C@H](OC3C4C(=CC=CC=4)C(O[C@H](C4C=CN=C5C=4C=C(OC)C=C5)[C@@H]4N5C[C@H](CC)[C@@H](CC5)C4)=NN=3)C3C=CN=C4C=3C=C([O:22]C)C=C4)N(CC2)C1.C(O)(C)(C)C.[Br:64][C:65]1[CH:70]=[CH:69][C:68]([C:71]([CH:73]([F:75])[F:74])=[CH2:72])=[CH:67][CH:66]=1.S([O-])([O-])=O.[Na+].[Na+].[OH2:82]. Product: [Br:64][C:65]1[CH:66]=[CH:67][C:68]([C@@:71]([OH:22])([CH:73]([F:74])[F:75])[CH2:72][OH:82])=[CH:69][CH:70]=1. The catalyst class is: 13. (2) Reactant: [Cl:1][C:2]1[CH:10]=[CH:9][C:5]([C:6]([OH:8])=O)=[CH:4][C:3]=1[C:11]([F:14])([F:13])[F:12].Cl.CN(C)CCCN=C=NCC.[Cl:27][C:28]1[CH:29]=[C:30]([CH:35]2[CH:39]([NH:40][CH3:41])[CH2:38][N:37]([C:42]([CH:44]3[CH2:49][CH2:48][N:47]([C:50]([C:52]4([CH3:55])[CH2:54][CH2:53]4)=[O:51])[CH2:46][CH2:45]3)=[O:43])[CH2:36]2)[CH:31]=[CH:32][C:33]=1[Cl:34]. Product: [Cl:1][C:2]1[CH:10]=[CH:9][C:5]([C:6]([N:40]([CH:39]2[CH:35]([C:30]3[CH:31]=[CH:32][C:33]([Cl:34])=[C:28]([Cl:27])[CH:29]=3)[CH2:36][N:37]([C:42]([CH:44]3[CH2:45][CH2:46][N:47]([C:50]([C:52]4([CH3:55])[CH2:54][CH2:53]4)=[O:51])[CH2:48][CH2:49]3)=[O:43])[CH2:38]2)[CH3:41])=[O:8])=[CH:4][C:3]=1[C:11]([F:14])([F:13])[F:12]. The catalyst class is: 4. (3) Reactant: [CH3:1][O:2][C:3]1[CH:16]=[CH:15][CH:14]=[CH:13][C:4]=1[CH:5]=[C:6]1[C:10](=[O:11])O[C:8]([CH3:12])=[N:7]1.[CH2:17]([NH2:19])[CH3:18].C(=O)([O-])[O-].[K+].[K+]. Product: [CH2:17]([N:19]1[C:10](=[O:11])[C:6](=[CH:5][C:4]2[CH:13]=[CH:14][CH:15]=[CH:16][C:3]=2[O:2][CH3:1])[N:7]=[C:8]1[CH3:12])[CH3:18]. The catalyst class is: 8. (4) Reactant: [Cl:1][C:2]1[C:6]([CH2:7][O:8][C:9]2[C:14]([F:15])=[CH:13][C:12]([CH2:16][CH2:17][C:18](OCC)=[O:19])=[CH:11][C:10]=2[F:23])=[C:5]([C:24]2[CH:29]=[CH:28][C:27]([Cl:30])=[CH:26][CH:25]=2)[S:4][N:3]=1.[H-].[H-].[H-].[H-].[Li+].[Al+3]. The catalyst class is: 7. Product: [Cl:1][C:2]1[C:6]([CH2:7][O:8][C:9]2[C:14]([F:15])=[CH:13][C:12]([CH2:16][CH2:17][CH2:18][OH:19])=[CH:11][C:10]=2[F:23])=[C:5]([C:24]2[CH:25]=[CH:26][C:27]([Cl:30])=[CH:28][CH:29]=2)[S:4][N:3]=1. (5) Reactant: [Cl:1][C:2]1[C:3]([CH3:18])=[C:4]([N:10]2[CH2:17][CH2:16][CH2:15][C@H:11]2[C:12](O)=O)[CH:5]=[CH:6][C:7]=1[C:8]#[N:9].C(N(CC)C(C)C)(C)C.CN([C:31]([O:35]N1N=NC2C=CC=CC1=2)=[N+](C)C)C.[B-](F)(F)(F)F.[C:50]([O:54][C:55](=[O:58])[NH:56][NH2:57])([CH3:53])([CH3:52])[CH3:51]. Product: [Cl:1][C:2]1[C:3]([CH3:18])=[C:4]([N:10]2[CH2:17][CH2:16][CH2:15][CH:11]2[CH2:12][C:31]([NH:57][NH:56][C:55]([O:54][C:50]([CH3:53])([CH3:52])[CH3:51])=[O:58])=[O:35])[CH:5]=[CH:6][C:7]=1[C:8]#[N:9]. The catalyst class is: 3. (6) Reactant: [CH2:1](Br)[C:2]1[CH:7]=[CH:6][CH:5]=[CH:4][CH:3]=1.CCN(C(C)C)C(C)C.[OH:18][C:19]1[C:23]([OH:24])=[C:22]([C:25]([O:27][CH2:28][CH3:29])=[O:26])[N:21]([C:30]2[CH:35]=[CH:34][C:33]([O:36][CH3:37])=[CH:32][CH:31]=2)[C:20]=1[C:38]([O:40][CH2:41][CH3:42])=[O:39]. Product: [CH2:1]([O:18][C:19]1[C:23]([OH:24])=[C:22]([C:25]([O:27][CH2:28][CH3:29])=[O:26])[N:21]([C:30]2[CH:35]=[CH:34][C:33]([O:36][CH3:37])=[CH:32][CH:31]=2)[C:20]=1[C:38]([O:40][CH2:41][CH3:42])=[O:39])[C:2]1[CH:7]=[CH:6][CH:5]=[CH:4][CH:3]=1. The catalyst class is: 14. (7) Reactant: [C:9](O[C:9]([O:11][C:12]([CH3:15])([CH3:14])[CH3:13])=[O:10])([O:11][C:12]([CH3:15])([CH3:14])[CH3:13])=[O:10].C(N(CC)CC)C.Cl.[NH2:24][C@@H:25]([CH2:30][C:31]1[CH:36]=[CH:35][CH:34]=[CH:33][CH:32]=1)[C:26](=[O:29])[CH2:27][Cl:28].[Cl-].[Na+]. Product: [C:12]([O:11][C:9]([NH:24][C@@H:25]([CH2:30][C:31]1[CH:36]=[CH:35][CH:34]=[CH:33][CH:32]=1)[C:26](=[O:29])[CH2:27][Cl:28])=[O:10])([CH3:13])([CH3:14])[CH3:15]. The catalyst class is: 34.